The task is: Predict the reaction yield, written as a fraction of the theoretical maximum amount of product (1.0 means a 100% yield; for example, 0.34 means a 34% yield).. This data is from Reaction yield outcomes from USPTO patents with 853,638 reactions. (1) The reactants are [CH2:1]([CH:4]1[CH2:9][CH2:8][CH:7]([C:10]2[CH:15]=[CH:14][C:13]([C:16]3[CH:21]=[CH:20][C:19]([OH:22])=[C:18]([C:23]([F:26])([F:25])[F:24])[C:17]=3[C:27]([F:30])([F:29])[F:28])=[CH:12][CH:11]=2)[CH2:6][CH2:5]1)[CH2:2][CH3:3].[C:31](=O)([O-])[O-].[K+].[K+].CO.CI. The catalyst is C1(C)C=CC=CC=1. The product is [CH2:1]([CH:4]1[CH2:5][CH2:6][CH:7]([C:10]2[CH:11]=[CH:12][C:13]([C:16]3[CH:21]=[CH:20][C:19]([O:22][CH3:31])=[C:18]([C:23]([F:24])([F:25])[F:26])[C:17]=3[C:27]([F:28])([F:29])[F:30])=[CH:14][CH:15]=2)[CH2:8][CH2:9]1)[CH2:2][CH3:3]. The yield is 0.870. (2) The product is [F:26][CH2:11][CH2:12][CH2:13][O:14][C:15]1[CH:24]=[CH:23][C:22]2[C:17](=[CH:18][CH:19]=[CH:20][CH:21]=2)[CH:16]=1. The yield is 0.930. The catalyst is CCCCCC.C(OCC)(=O)C. The reactants are C1(C)C(S(O[CH2:11][CH2:12][CH2:13][O:14][C:15]2[CH:24]=[CH:23][C:22]3[C:17](=[CH:18][CH:19]=[CH:20][CH:21]=3)[CH:16]=2)(=O)=O)=CC=CC=1.[F-:26].[Cs+].C(O)(CC)(C)C.C(OCC)C. (3) The reactants are [CH:1]1[C:10]2[CH2:9][CH2:8][CH2:7][CH2:6][C:5]=2[CH:4]=[CH:3][C:2]=1[O:11][CH2:12][CH2:13][O:14][C:15]1[CH:30]=[CH:29][C:18]([CH:19]=[C:20]([C:25]([O:27][CH3:28])=[O:26])[C:21]([O:23][CH3:24])=[O:22])=[CH:17][CH:16]=1.[H][H]. The catalyst is CO.O1CCOCC1.[Pd]. The product is [CH:1]1[C:10]2[CH2:9][CH2:8][CH2:7][CH2:6][C:5]=2[CH:4]=[CH:3][C:2]=1[O:11][CH2:12][CH2:13][O:14][C:15]1[CH:30]=[CH:29][C:18]([CH2:19][CH:20]([C:25]([O:27][CH3:28])=[O:26])[C:21]([O:23][CH3:24])=[O:22])=[CH:17][CH:16]=1. The yield is 0.960. (4) The reactants are N1C=CC=CC=1S[S:8][CH2:9][CH2:10][NH:11][C:12]([C:14]1[CH-:15][CH:16]=[CH:17][CH:18]=1)=[O:13].[CH-:19]1[CH:23]=[CH:22][CH:21]=[CH:20]1.[Fe+2:24].C(S)[C@@H](O)[C@H](O)CS.CCN(CC)CC. The catalyst is CO. The product is [SH:8][CH2:9][CH2:10][NH:11][C:12]([C:14]1[CH-:18][CH:17]=[CH:16][CH:15]=1)=[O:13].[CH-:19]1[CH:23]=[CH:22][CH:21]=[CH:20]1.[Fe+2:24]. The yield is 0.570.